This data is from NCI-60 drug combinations with 297,098 pairs across 59 cell lines. The task is: Regression. Given two drug SMILES strings and cell line genomic features, predict the synergy score measuring deviation from expected non-interaction effect. (1) Drug 1: CC1C(C(CC(O1)OC2CC(CC3=C2C(=C4C(=C3O)C(=O)C5=C(C4=O)C(=CC=C5)OC)O)(C(=O)C)O)N)O.Cl. Drug 2: CN(C)C1=NC(=NC(=N1)N(C)C)N(C)C. Cell line: A498. Synergy scores: CSS=21.7, Synergy_ZIP=-3.77, Synergy_Bliss=0.981, Synergy_Loewe=-26.7, Synergy_HSA=-3.56. (2) Drug 1: C1=CC(=CC=C1CCC2=CNC3=C2C(=O)NC(=N3)N)C(=O)NC(CCC(=O)O)C(=O)O. Drug 2: C1CN1P(=S)(N2CC2)N3CC3. Cell line: SR. Synergy scores: CSS=63.5, Synergy_ZIP=-4.90, Synergy_Bliss=-6.26, Synergy_Loewe=-4.23, Synergy_HSA=-0.964. (3) Drug 1: C1=NC2=C(N1)C(=S)N=C(N2)N. Drug 2: CCC1=C2CN3C(=CC4=C(C3=O)COC(=O)C4(CC)O)C2=NC5=C1C=C(C=C5)O. Cell line: ACHN. Synergy scores: CSS=56.4, Synergy_ZIP=0.714, Synergy_Bliss=1.43, Synergy_Loewe=-1.96, Synergy_HSA=3.99. (4) Synergy scores: CSS=14.5, Synergy_ZIP=0.501, Synergy_Bliss=9.71, Synergy_Loewe=-20.5, Synergy_HSA=4.73. Drug 2: CN(C)C1=NC(=NC(=N1)N(C)C)N(C)C. Cell line: BT-549. Drug 1: CC1C(C(CC(O1)OC2CC(CC3=C2C(=C4C(=C3O)C(=O)C5=C(C4=O)C(=CC=C5)OC)O)(C(=O)C)O)N)O.Cl.